From a dataset of Forward reaction prediction with 1.9M reactions from USPTO patents (1976-2016). Predict the product of the given reaction. (1) Given the reactants [H-].[Na+].[C:3]([O:12][CH2:13][CH:14]=[CH2:15])(=[O:11])[CH2:4][C:5]([O:7][CH2:8][CH:9]=[CH2:10])=[O:6].Br[CH2:17][CH2:18][C:19]1[CH:28]=[CH:27][C:22]([C:23]([O:25][CH3:26])=[O:24])=[CH:21][CH:20]=1.[Cl-].[NH4+], predict the reaction product. The product is: [CH3:26][O:25][C:23]([C:22]1[CH:27]=[CH:28][C:19]([CH2:18][CH2:17][CH:4]([C:5]([O:7][CH2:8][CH:9]=[CH2:10])=[O:6])[C:3]([O:12][CH2:13][CH:14]=[CH2:15])=[O:11])=[CH:20][CH:21]=1)=[O:24]. (2) Given the reactants [NH2:1][CH2:2][CH2:3][CH2:4][Si:5]([O:10][CH3:11])([O:8][CH3:9])[O:6][CH3:7].[C:12]1(=[O:17])[O:16][CH2:15][CH2:14][O:13]1, predict the reaction product. The product is: [CH3:9][O:8][Si:5]([O:10][CH3:11])([O:6][CH3:7])[CH2:4][CH2:3][CH2:2][NH:1][C:12](=[O:17])[O:13][CH2:14][CH2:15][OH:16]. (3) Given the reactants [Cl:1][C:2]1[CH:10]=[C:9]2[C:5]([C:6]([C:11]([C:13]3[C:14]([NH:19][CH:20]4[CH2:24][CH2:23][CH2:22][CH2:21]4)=[N:15][CH:16]=[CH:17][CH:18]=3)=[O:12])=[CH:7][NH:8]2)=[CH:4][CH:3]=1.[CH:25]1(N)[CH2:29]CC[CH2:26]1.C(N)CC1C=CC=CC=1, predict the reaction product. The product is: [Cl:1][C:2]1[CH:10]=[C:9]2[C:5]([C:6]([C:11]([C:13]3[C:14]([NH:19][CH2:20][CH2:24][C:23]4[CH:22]=[CH:21][CH:29]=[CH:25][CH:26]=4)=[N:15][CH:16]=[CH:17][CH:18]=3)=[O:12])=[CH:7][NH:8]2)=[CH:4][CH:3]=1. (4) The product is: [F:1][C:2]1[C:7]([F:8])=[CH:6][CH:5]=[CH:4][C:3]=1[O:9][CH2:18][C@H:15]1[CH2:16][CH2:17][C@H:12]([CH2:10][CH3:11])[CH2:13][CH2:14]1. Given the reactants [F:1][C:2]1[C:7]([F:8])=[CH:6][CH:5]=[CH:4][C:3]=1[OH:9].[CH2:10]([C@H:12]1[CH2:17][CH2:16][C@H:15]([CH2:18]Br)[CH2:14][CH2:13]1)[CH3:11].P([O-])([O-])([O-])=O.[K+].[K+].[K+].O, predict the reaction product.